From a dataset of Full USPTO retrosynthesis dataset with 1.9M reactions from patents (1976-2016). Predict the reactants needed to synthesize the given product. (1) Given the product [C:59]([O:63][C:64]1[N:65]=[C:66]([CH:70]=[O:22])[CH:67]=[N:68][CH:69]=1)([CH3:62])([CH3:61])[CH3:60], predict the reactants needed to synthesize it. The reactants are: CC[C@@H]1[C@@H]2C[C@H]([C@@H](OC3C4C(=CC=CC=4)C(O[C@@H](C4C=CN=C5C=4C=C(OC)C=C5)[C@@H]4N5C[C@H](CC)[C@@H](CC5)C4)=NN=3)C3C=CN=C4C=3C=C([O:22]C)C=C4)N(CC2)C1.[C:59]([O:63][C:64]1[CH:69]=[N:68][CH:67]=[C:66]([CH:70]=C)[N:65]=1)([CH3:62])([CH3:61])[CH3:60].S([O-])([O-])=O.[Na+].[Na+].O. (2) Given the product [CH3:22][O:23][C:24]1[CH:25]=[C:26]([NH:27][C:2]2[CH:3]=[CH:4][C:5]3[CH2:6][N:7]([CH2:19][C:20]#[N:21])[CH2:8][CH:9]([C:13]4[CH:18]=[CH:17][CH:16]=[CH:15][CH:14]=4)[O:10][C:11]=3[N:12]=2)[CH:28]=[CH:29][C:30]=1[N:31]1[CH:35]=[C:34]([CH3:36])[N:33]=[CH:32]1, predict the reactants needed to synthesize it. The reactants are: Cl[C:2]1[CH:3]=[CH:4][C:5]2[CH2:6][N:7]([CH2:19][C:20]#[N:21])[CH2:8][CH:9]([C:13]3[CH:18]=[CH:17][CH:16]=[CH:15][CH:14]=3)[O:10][C:11]=2[N:12]=1.[CH3:22][O:23][C:24]1[CH:25]=[C:26]([CH:28]=[CH:29][C:30]=1[N:31]1[CH:35]=[C:34]([CH3:36])[N:33]=[CH:32]1)[NH2:27].